This data is from Full USPTO retrosynthesis dataset with 1.9M reactions from patents (1976-2016). The task is: Predict the reactants needed to synthesize the given product. (1) Given the product [OH:54][C:51]1[CH:52]=[CH:53][C:48]([CH2:47][NH:46][C:2]2[N:7]=[C:6]([O:13][CH2:12][C:11]([F:15])([F:14])[F:10])[N:5]=[C:4]([NH:25][C:26]3[CH:27]=[CH:28][C:29]([C:30]([O:32][CH2:33][CH3:34])=[O:31])=[CH:35][CH:36]=3)[N:3]=2)=[CH:49][CH:50]=1, predict the reactants needed to synthesize it. The reactants are: Cl[C:2]1[N:7]=[C:6](Cl)[N:5]=[C:4](Cl)[N:3]=1.[F:10][C:11]([F:15])([F:14])[CH2:12][OH:13].N1C(C)=CC(C)=CC=1C.[NH2:25][C:26]1[CH:36]=[CH:35][C:29]([C:30]([O:32][CH2:33][CH3:34])=[O:31])=[CH:28][CH:27]=1.CCN(C(C)C)C(C)C.[NH2:46][CH2:47][C:48]1[CH:53]=[CH:52][C:51]([OH:54])=[CH:50][CH:49]=1. (2) Given the product [Cl:29][C:5]1[C:6]([NH:9][C:10](=[O:18])[CH2:11][C:12]2[CH:17]=[CH:16][CH:15]=[CH:14][CH:13]=2)=[CH:7][N:8]=[C:3]([O:2][CH3:1])[N:4]=1, predict the reactants needed to synthesize it. The reactants are: [CH3:1][O:2][C:3]1[NH:4][C:5](=O)[C:6]([NH:9][C:10](=[O:18])[CH2:11][C:12]2[CH:17]=[CH:16][CH:15]=[CH:14][CH:13]=2)=[CH:7][N:8]=1.C(N(CC)CC)C.P(Cl)(Cl)([Cl:29])=O.C(=O)([O-])O.[Na+]. (3) Given the product [N:8]1([CH2:7][C:4]2[CH:5]=[CH:6][N:1]=[CH:2][N:3]=2)[CH2:9][CH2:10][NH:11][CH2:12][CH2:13]1, predict the reactants needed to synthesize it. The reactants are: [N:1]1[CH:6]=[CH:5][C:4]([CH2:7][N:8]2[CH2:13][CH2:12][N:11](C(OCC3C=CC=CC=3)=O)[CH2:10][CH2:9]2)=[N:3][CH:2]=1.[H][H]. (4) The reactants are: [Cl:1][C:2]1[CH:7]=[C:6]([N+:8]([O-])=O)[C:5]([NH2:11])=[CH:4][C:3]=1[S:12][C:13]1[CH:18]=[CH:17][C:16](/[CH:19]=[CH:20]/[C:21]([N:23]2[CH2:28][CH2:27][N:26]([C:29](=[O:31])[CH3:30])[CH2:25][CH2:24]2)=[O:22])=[CH:15][C:14]=1[Cl:32].Cl[Sn]Cl. Given the product [Cl:1][C:2]1[CH:7]=[C:6]([NH2:8])[C:5]([NH2:11])=[CH:4][C:3]=1[S:12][C:13]1[CH:18]=[CH:17][C:16](/[CH:19]=[CH:20]/[C:21]([N:23]2[CH2:24][CH2:25][N:26]([C:29](=[O:31])[CH3:30])[CH2:27][CH2:28]2)=[O:22])=[CH:15][C:14]=1[Cl:32], predict the reactants needed to synthesize it. (5) Given the product [NH2:40][CH2:39][CH2:38][NH:37][C:33]1[N:32]=[C:31]([C:30]2[S:29][C:28]([C:48]([CH3:51])([CH3:49])[CH3:50])=[N:27][C:26]=2[C:22]2[C:21]([F:52])=[C:20]([NH:19][S:16]([C:10]3[CH:11]=[C:12]([F:15])[CH:13]=[CH:14][C:9]=3[F:8])(=[O:17])=[O:18])[CH:25]=[CH:24][CH:23]=2)[CH:36]=[CH:35][N:34]=1, predict the reactants needed to synthesize it. The reactants are: Cl.O1CCOCC1.[F:8][C:9]1[CH:14]=[CH:13][C:12]([F:15])=[CH:11][C:10]=1[S:16]([NH:19][C:20]1[C:21]([F:52])=[C:22]([C:26]2[N:27]=[C:28]([C:48]([CH3:51])([CH3:50])[CH3:49])[S:29][C:30]=2[C:31]2[CH:36]=[CH:35][N:34]=[C:33]([NH:37][CH2:38][CH2:39][NH:40]C(=O)OC(C)(C)C)[N:32]=2)[CH:23]=[CH:24][CH:25]=1)(=[O:18])=[O:17].CO. (6) Given the product [NH2:6][C@H:5]([CH:1]([CH3:2])[CH2:3][CH3:4])[C:14](=[O:94])[NH:15][C@@H:16]([CH2:90][CH:91]([CH3:93])[CH3:92])[C:17](=[O:89])[N:18]([CH3:88])[C@@H:19]([CH2:84][CH:85]([CH3:87])[CH3:86])[C:20](=[O:83])[NH:21][C@@H:22]([CH3:82])[C:23](=[O:81])[NH:24][C@H:25]([CH3:80])[C:26](=[O:79])[N:27]([CH3:78])[C@@H:28]([CH2:74][CH:75]([CH3:76])[CH3:77])[C:29](=[O:73])[NH:30][C@@H:31]([CH2:69][CH:70]([CH3:71])[CH3:72])[C:32](=[O:68])[N:33]([CH3:67])[C@@H:34]([CH:64]([CH3:66])[CH3:65])[C:35](=[O:63])[N:36]([CH3:62])[C@@H:37]([C@H:54]([OH:61])[C@H:55]([CH3:60])[CH2:56]/[CH:57]=[CH:58]/[CH3:59])[C:38](=[O:53])[NH:39][C@@H:40]([C@H:50]([OH:52])[CH3:51])[C:41](=[O:49])[N:42]([CH3:48])[CH2:43][C:44]([OH:46])=[O:45], predict the reactants needed to synthesize it. The reactants are: [CH:1]([C@H:5]([C:14](=[O:94])[NH:15][C@@H:16]([CH2:90][CH:91]([CH3:93])[CH3:92])[C:17](=[O:89])[N:18]([CH3:88])[C@@H:19]([CH2:84][CH:85]([CH3:87])[CH3:86])[C:20](=[O:83])[NH:21][C@@H:22]([CH3:82])[C:23](=[O:81])[NH:24][C@H:25]([CH3:80])[C:26](=[O:79])[N:27]([CH3:78])[C@@H:28]([CH2:74][CH:75]([CH3:77])[CH3:76])[C:29](=[O:73])[NH:30][C@@H:31]([CH2:69][CH:70]([CH3:72])[CH3:71])[C:32](=[O:68])[N:33]([CH3:67])[C@@H:34]([CH:64]([CH3:66])[CH3:65])[C:35](=[O:63])[N:36]([CH3:62])[C@@H:37]([C@H:54]([OH:61])[C@H:55]([CH3:60])[CH2:56]/[CH:57]=[CH:58]/[CH3:59])[C:38](=[O:53])[NH:39][C@@H:40]([C@H:50]([OH:52])[CH3:51])[C:41](=[O:49])[N:42]([CH3:48])[CH2:43][C:44]([O:46]C)=[O:45])[NH:6]C(=O)OC(C)(C)C)([CH2:3][CH3:4])[CH3:2].C([O-])(O)=O.[Na+]. (7) Given the product [CH2:18]([N:15]1[CH2:16][CH2:17][C:12](=[CH:11][C:8]2[CH:9]=[CH:10][C:5]([C:4]3[NH:25][CH2:29][CH2:28][CH2:27][N:26]=3)=[CH:6][CH:7]=2)[CH2:13][CH2:14]1)[C:19]1[CH:20]=[CH:21][CH:22]=[CH:23][CH:24]=1, predict the reactants needed to synthesize it. The reactants are: C(O[C:4](=[NH:25])[C:5]1[CH:10]=[CH:9][C:8]([CH:11]=[C:12]2[CH2:17][CH2:16][N:15]([CH2:18][C:19]3[CH:24]=[CH:23][CH:22]=[CH:21][CH:20]=3)[CH2:14][CH2:13]2)=[CH:7][CH:6]=1)C.[NH2:26][CH2:27][CH:28](N)[CH3:29]. (8) Given the product [OH:12][C:3]1([C:1]#[C:2][C:33]2[CH2:37][CH2:36][CH2:35][C:34]=2[C:38]([O:40][CH2:41][CH3:42])=[O:39])[CH:8]([CH3:9])[CH2:7][CH2:6][CH2:5][C:4]1([CH3:11])[CH3:10], predict the reactants needed to synthesize it. The reactants are: [C:1]([C:3]1([OH:12])[CH:8]([CH3:9])[CH2:7][CH2:6][CH2:5][C:4]1([CH3:11])[CH3:10])#[CH:2].C1(C)C=CC=CC=1.C(NC(C)C)(C)C.FC(F)(F)S(O[C:33]1[CH2:37][CH2:36][CH2:35][C:34]=1[C:38]([O:40][CH2:41][CH3:42])=[O:39])(=O)=O.